Dataset: Reaction yield outcomes from USPTO patents with 853,638 reactions. Task: Predict the reaction yield, written as a fraction of the theoretical maximum amount of product (1.0 means a 100% yield; for example, 0.34 means a 34% yield). (1) The reactants are [NH2:1][C:2]1[C:3]([C:19]#[N:20])=[C:4]([CH:16]=[CH:17][CH:18]=1)[O:5][CH2:6][C:7]([NH:10][C:11](=[O:15])[CH2:12][CH2:13][CH3:14])([CH3:9])[CH3:8].[S:21](Cl)(=[O:24])(=[O:23])[NH2:22]. No catalyst specified. The product is [S:21]([NH:1][C:2]1[C:3]([C:19]#[N:20])=[C:4]([CH:16]=[CH:17][CH:18]=1)[O:5][CH2:6][C:7]([NH:10][C:11](=[O:15])[CH2:12][CH2:13][CH3:14])([CH3:9])[CH3:8])(=[O:24])(=[O:23])[NH2:22]. The yield is 1.00. (2) The reactants are C[O:2][C:3]([C:5]1[C:10]([Cl:11])=[C:9]([NH2:12])[N:8]=[C:7]([C:13]2[CH:18]=[CH:17][C:16]([Cl:19])=[CH:15][C:14]=2[F:20])[N:6]=1)=[O:4].[OH-].[Na+].Cl. The catalyst is CO. The product is [NH2:12][C:9]1[N:8]=[C:7]([C:13]2[CH:18]=[CH:17][C:16]([Cl:19])=[CH:15][C:14]=2[F:20])[N:6]=[C:5]([C:3]([OH:4])=[O:2])[C:10]=1[Cl:11]. The yield is 0.440. (3) The reactants are Cl[C:2]1[N:7]=[C:6]([N:8]2[C@@H:12]([CH:13]([CH3:15])[CH3:14])[CH2:11][O:10][C:9]2=[O:16])[CH:5]=[CH:4][N:3]=1.[N:17]1([C:23]2[CH:28]=[CH:27][C:26]([CH:29]([NH2:31])[CH3:30])=[CH:25][CH:24]=2)[CH2:22][CH2:21][CH2:20][CH2:19][CH2:18]1. The catalyst is CS(C)=O.CCOC(C)=O. The product is [CH:13]([C@H:12]1[CH2:11][O:10][C:9](=[O:16])[N:8]1[C:6]1[CH:5]=[CH:4][N:3]=[C:2]([NH:31][CH:29]([C:26]2[CH:27]=[CH:28][C:23]([N:17]3[CH2:22][CH2:21][CH2:20][CH2:19][CH2:18]3)=[CH:24][CH:25]=2)[CH3:30])[N:7]=1)([CH3:15])[CH3:14]. The yield is 0.360. (4) The reactants are [C:1]([C:3]1[CH:27]=[CH:26][C:6]([CH2:7][O:8][C:9]2[CH:14]=[CH:13][C:12]([C@@H:15]3[CH2:17][C@H:16]3[NH:18]C(=O)OC(C)(C)C)=[CH:11][CH:10]=2)=[CH:5][CH:4]=1)#[N:2].O.[OH-].[Na+]. The catalyst is O1CCOCC1.OS(O)(=O)=O. The product is [NH2:18][C@@H:16]1[CH2:17][C@H:15]1[C:12]1[CH:13]=[CH:14][C:9]([O:8][CH2:7][C:6]2[CH:5]=[CH:4][C:3]([C:1]#[N:2])=[CH:27][CH:26]=2)=[CH:10][CH:11]=1. The yield is 0.850. (5) The reactants are [F:1][CH:2]([F:33])[C:3]1[N:7]([C:8]2[N:13]=[C:12]([N:14]3[CH2:19][CH2:18][O:17][CH2:16][CH2:15]3)[N:11]=[C:10]([NH:20][C:21]3[CH:22]=[N:23][CH:24]=[CH:25][CH:26]=3)[N:9]=2)[C:6]2[CH:27]=[CH:28][CH:29]=[C:30]([O:31][CH3:32])[C:5]=2[N:4]=1.[H-].[Na+].I[CH3:37].N. The catalyst is CN(C=O)C.O.C(Cl)Cl.CCOC(C)=O.C(O)(=O)C. The product is [F:33][CH:2]([F:1])[C:3]1[N:7]([C:8]2[N:13]=[C:12]([N:14]3[CH2:15][CH2:16][O:17][CH2:18][CH2:19]3)[N:11]=[C:10]([N:20]([CH3:37])[C:21]3[CH:22]=[N:23][CH:24]=[CH:25][CH:26]=3)[N:9]=2)[C:6]2[CH:27]=[CH:28][CH:29]=[C:30]([O:31][CH3:32])[C:5]=2[N:4]=1. The yield is 0.530.